Task: Predict the reaction yield, written as a fraction of the theoretical maximum amount of product (1.0 means a 100% yield; for example, 0.34 means a 34% yield).. Dataset: Reaction yield outcomes from USPTO patents with 853,638 reactions (1) The catalyst is C1COCC1.O. The product is [Br:5][CH2:6][C@@:7]([OH:12])([CH3:11])[C:8]([NH:20][C:21]1[CH:22]=[CH:23][C:24]([C:31]#[N:32])=[C:25]([C:27]([F:28])([F:29])[F:30])[CH:26]=1)=[O:9]. The yield is 0.739. The reactants are S(Cl)(Cl)=O.[Br:5][CH2:6][C@@:7]([OH:12])([CH3:11])[C:8](O)=[O:9].CCN(CC)CC.[NH2:20][C:21]1[CH:22]=[CH:23][C:24]([C:31]#[N:32])=[C:25]([C:27]([F:30])([F:29])[F:28])[CH:26]=1. (2) The reactants are [C:1]1([CH3:11])[CH:6]=[CH:5][C:4]([S:7]([NH2:10])(=[O:9])=[O:8])=[CH:3][CH:2]=1.[H-].[Na+].Br[CH2:15][C:16]1[C:21]([CH2:22]Br)=[C:20]([F:24])[CH:19]=[CH:18][C:17]=1[F:25]. The catalyst is CN(C)C=O. The product is [F:24][C:20]1[CH:19]=[CH:18][C:17]([F:25])=[C:16]2[C:21]=1[CH2:22][N:10]([S:7]([C:4]1[CH:3]=[CH:2][C:1]([CH3:11])=[CH:6][CH:5]=1)(=[O:8])=[O:9])[CH2:15]2. The yield is 0.560. (3) The reactants are [Cl:1][C:2]1[CH:10]=[CH:9][C:5]([C:6]([OH:8])=[O:7])=[CH:4][CH:3]=1.OS(O)(=O)=O.[CH3:16]O. No catalyst specified. The product is [Cl:1][C:2]1[CH:10]=[CH:9][C:5]([C:6]([O:8][CH3:16])=[O:7])=[CH:4][CH:3]=1. The yield is 0.900. (4) The reactants are C([O:3][C:4](=O)[CH2:5][C:6](=O)[C:7]([F:10])([F:9])[F:8])C.[CH3:13][NH:14][NH2:15].Cl. The catalyst is CCO. The product is [CH3:13][N:14]1[C:4]([OH:3])=[CH:5][C:6]([C:7]([F:10])([F:9])[F:8])=[N:15]1. The yield is 0.890. (5) The reactants are C(Cl)CCl.[CH3:5][NH:6][CH2:7][C:8]1[NH:9][C:10]2[C:15]([C:16]=1[CH:17]=[CH2:18])=[CH:14][CH:13]=[CH:12][CH:11]=2.Cl.[O:20]=[C:21]1[CH2:26][O:25][C:24]2[CH:27]=[C:28](/[CH:31]=[CH:32]/[C:33](O)=[O:34])[CH:29]=[N:30][C:23]=2[NH:22]1.C1C=CC2N(O)N=NC=2C=1.CCN(C(C)C)C(C)C. The catalyst is CN(C=O)C.O. The product is [CH3:5][N:6]([CH2:7][C:8]1[NH:9][C:10]2[C:15]([C:16]=1[CH:17]=[CH2:18])=[CH:14][CH:13]=[CH:12][CH:11]=2)[C:33](=[O:34])/[CH:32]=[CH:31]/[C:28]1[CH:29]=[N:30][C:23]2[NH:22][C:21](=[O:20])[CH2:26][O:25][C:24]=2[CH:27]=1. The yield is 0.230. (6) The reactants are Cl.[NH:2]([C:4]1[CH:5]=[C:6]([CH:10]=[CH:11][C:12]=1[CH3:13])[C:7]([OH:9])=[O:8])[NH2:3].[CH2:14]([O:16][C:17](=[O:26])[C:18]([C:24]#[N:25])=[C:19](OCC)[CH3:20])[CH3:15].C(N(CC)CC)C. The catalyst is C(O)C. The product is [CH2:14]([O:16][C:17]([C:18]1[C:19]([CH3:20])=[N:3][N:2]([C:4]2[CH:5]=[C:6]([C:7]([OH:9])=[O:8])[CH:10]=[CH:11][C:12]=2[CH3:13])[C:24]=1[NH2:25])=[O:26])[CH3:15]. The yield is 0.680. (7) The reactants are [CH3:1][O:2][C:3](=[O:17])[CH:4]=[C:5]([C:7]1[CH:8]=[CH:9][C:10]2[N:11]([C:13](I)=[CH:14][N:15]=2)[CH:12]=1)[CH3:6].C(=O)([O-])[O-].[Na+].[Na+].[CH2:24]([O:26][C:27]1[C:32]([CH:33]([CH3:35])[CH3:34])=[CH:31][C:30]([CH:36]([CH3:38])[CH3:37])=[CH:29][C:28]=1B(O)O)[CH3:25]. The catalyst is C1(C)C=CC=CC=1.[Cl-].[Na+].O.C1C=CC([P]([Pd]([P](C2C=CC=CC=2)(C2C=CC=CC=2)C2C=CC=CC=2)([P](C2C=CC=CC=2)(C2C=CC=CC=2)C2C=CC=CC=2)[P](C2C=CC=CC=2)(C2C=CC=CC=2)C2C=CC=CC=2)(C2C=CC=CC=2)C2C=CC=CC=2)=CC=1. The product is [CH3:1][O:2][C:3](=[O:17])[CH:4]=[C:5]([C:7]1[CH:8]=[CH:9][C:10]2[N:11]([C:13]([C:28]3[CH:29]=[C:30]([CH:36]([CH3:38])[CH3:37])[CH:31]=[C:32]([CH:33]([CH3:35])[CH3:34])[C:27]=3[O:26][CH2:24][CH3:25])=[CH:14][N:15]=2)[CH:12]=1)[CH3:6]. The yield is 0.760. (8) The reactants are [H-].[Na+].[I-].[CH3:4][S+](C)(C)=O.[CH3:9][O:10][C:11]1[CH:12]=[C:13]2[C:17](=[CH:18][CH:19]=1)[NH:16][C:15](=[O:20])/[C:14]/2=[CH:21]/[C:22]1[CH:30]=[C:29]2[C:25]([C:26]([C:39]3[CH:40]=[N:41][C:42]([N:45]4[CH2:50][CH2:49][O:48][CH2:47][CH2:46]4)=[CH:43][CH:44]=3)=[N:27][N:28]2[CH2:31][O:32][CH2:33][CH2:34][Si:35]([CH3:38])([CH3:37])[CH3:36])=[CH:24][CH:23]=1. The catalyst is CN(C=O)C. The product is [CH3:9][O:10][C:11]1[CH:12]=[C:13]2[C:17](=[CH:18][CH:19]=1)[NH:16][C:15](=[O:20])[C@:14]12[CH2:4][C@H:21]1[C:22]1[CH:30]=[C:29]2[C:25]([C:26]([C:39]3[CH:40]=[N:41][C:42]([N:45]4[CH2:46][CH2:47][O:48][CH2:49][CH2:50]4)=[CH:43][CH:44]=3)=[N:27][N:28]2[CH2:31][O:32][CH2:33][CH2:34][Si:35]([CH3:38])([CH3:36])[CH3:37])=[CH:24][CH:23]=1. The yield is 0.440. (9) The reactants are C([NH:5][S:6]([C:9]1[C:10]([O:38][CH:39]([CH3:41])[CH3:40])=[N:11][CH:12]=[C:13]([C:15]2[N:20]=[C:19]([NH:21][CH2:22][C:23]3[CH:28]=[CH:27][CH:26]=[CH:25][N:24]=3)[C:18]3=[C:29]([C:32]4[CH:37]=[CH:36][CH:35]=[CH:34][CH:33]=4)[CH:30]=[CH:31][N:17]3[N:16]=2)[CH:14]=1)(=[O:8])=[O:7])(C)(C)C. The catalyst is C(O)(C(F)(F)F)=O. The product is [CH:39]([O:38][C:10]1[C:9]([S:6]([NH2:5])(=[O:7])=[O:8])=[CH:14][C:13]([C:15]2[N:20]=[C:19]([NH:21][CH2:22][C:23]3[CH:28]=[CH:27][CH:26]=[CH:25][N:24]=3)[C:18]3=[C:29]([C:32]4[CH:37]=[CH:36][CH:35]=[CH:34][CH:33]=4)[CH:30]=[CH:31][N:17]3[N:16]=2)=[CH:12][N:11]=1)([CH3:41])[CH3:40]. The yield is 0.408.